Dataset: Reaction yield outcomes from USPTO patents with 853,638 reactions. Task: Predict the reaction yield, written as a fraction of the theoretical maximum amount of product (1.0 means a 100% yield; for example, 0.34 means a 34% yield). (1) The reactants are Br[C:2]1[CH:7]=[CH:6][C:5]([O:8][CH3:9])=[CH:4][C:3]=1[O:10][CH3:11].[Li]CCCC.[CH2:17]([O:24][C:25]([N:27]1[CH2:32][CH2:31][C:30](=[O:33])[CH2:29][CH2:28]1)=[O:26])[C:18]1[CH:23]=[CH:22][CH:21]=[CH:20][CH:19]=1.O. The catalyst is C1COCC1.CCOC(C)=O. The product is [CH2:17]([O:24][C:25]([N:27]1[CH2:32][CH2:31][C:30]([C:2]2[CH:7]=[CH:6][C:5]([O:8][CH3:9])=[CH:4][C:3]=2[O:10][CH3:11])([OH:33])[CH2:29][CH2:28]1)=[O:26])[C:18]1[CH:23]=[CH:22][CH:21]=[CH:20][CH:19]=1. The yield is 0.780. (2) The reactants are [Cl:1][C:2]1[C:6]([N:7]([CH2:19][CH3:20])[C:8](=[O:18])[CH2:9][CH2:10][S:11][CH2:12][CH2:13][C:14]([F:17])([F:16])[F:15])=[CH:5][N:4]([C:21]2[CH:22]=[N:23][CH:24]=[CH:25][CH:26]=2)[N:3]=1.[OH:27]O. The catalyst is FC(F)(F)C(O)C(F)(F)F. The product is [Cl:1][C:2]1[C:6]([N:7]([CH2:19][CH3:20])[C:8](=[O:18])[CH2:9][CH2:10][S:11]([CH2:12][CH2:13][C:14]([F:16])([F:15])[F:17])=[O:27])=[CH:5][N:4]([C:21]2[CH:22]=[N:23][CH:24]=[CH:25][CH:26]=2)[N:3]=1. The yield is 0.950. (3) The reactants are [C:1]1(=[O:11])[NH:5][C:4](=[O:6])[C:3]2=[CH:7][CH:8]=[CH:9][CH:10]=[C:2]12.[Cl:12][CH2:13][CH2:14][C@H:15]([C:17]1[CH:22]=[CH:21][CH:20]=[CH:19][CH:18]=1)O.C1(P(C2C=CC=CC=2)C2C=CC=CC=2)C=CC=CC=1.N(C(OCC)=O)=NC(OCC)=O. The catalyst is C1COCC1. The product is [Cl:12][CH2:13][CH2:14][C@H:15]([N:5]1[C:1](=[O:11])[C:2]2[C:3](=[CH:7][CH:8]=[CH:9][CH:10]=2)[C:4]1=[O:6])[C:17]1[CH:22]=[CH:21][CH:20]=[CH:19][CH:18]=1. The yield is 0.500. (4) The reactants are [CH:1]([O:8][CH2:9][CH3:10])([O:5][CH2:6][CH3:7])OCC.B(F)(F)F.CCOCC.[F:20][C:21]1[CH:22]=[C:23]2[C:40](=[CH:41][CH:42]=1)[O:39][C:26]1([CH2:31][CH2:30][N:29]([C:32]([O:34][C:35]([CH3:38])([CH3:37])[CH3:36])=[O:33])[CH2:28][CH2:27]1)[CH2:25][C:24]2=[O:43].CCN(C(C)C)C(C)C.C(=O)(O)[O-].[Na+]. The catalyst is ClCCl. The product is [CH2:9]([O:8][CH:1]([O:5][CH2:6][CH3:7])[CH:25]1[C:26]2([CH2:27][CH2:28][N:29]([C:32]([O:34][C:35]([CH3:36])([CH3:37])[CH3:38])=[O:33])[CH2:30][CH2:31]2)[O:39][C:40]2[C:23](=[CH:22][C:21]([F:20])=[CH:42][CH:41]=2)[C:24]1=[O:43])[CH3:10]. The yield is 0.220. (5) The reactants are [CH3:1][C:2]1[CH:3]=[C:4]([CH:8]=[CH:9][C:10]=1[C:11]([N:13]1[CH2:17][CH2:16][CH2:15][CH2:14]1)=[O:12])[C:5]([OH:7])=O.CN(C(ON1N=NC2C=CC=CC1=2)=[N+](C)C)C.[B-](F)(F)(F)F.C(N(C(C)C)CC)(C)C.[CH2:49]([O:56][CH2:57][C@H:58]([NH2:69])[C:59]1[NH:63][C:62]2[CH:64]=[CH:65][C:66]([Cl:68])=[CH:67][C:61]=2[N:60]=1)[C:50]1[CH:55]=[CH:54][CH:53]=[CH:52][CH:51]=1.ClCl. The catalyst is O1CCCC1.ClCCl.C(O)C. The product is [CH2:49]([O:56][CH2:57][C@H:58]([NH:69][C:5](=[O:7])[C:4]1[CH:8]=[CH:9][C:10]([C:11]([N:13]2[CH2:17][CH2:16][CH2:15][CH2:14]2)=[O:12])=[C:2]([CH3:1])[CH:3]=1)[C:59]1[NH:63][C:62]2[CH:64]=[CH:65][C:66]([Cl:68])=[CH:67][C:61]=2[N:60]=1)[C:50]1[CH:51]=[CH:52][CH:53]=[CH:54][CH:55]=1. The yield is 0.710. (6) The reactants are [Br:1][C:2]1[CH:19]=[CH:18][C:5]([NH:6][C:7]2[C:8]([C:15]([OH:17])=O)=[CH:9][N:10]([CH3:14])[C:11](=[O:13])[CH:12]=2)=[C:4]([F:20])[CH:3]=1.C1N=CN(C(N2C=NC=C2)=O)C=1.[NH2:33][CH2:34][CH2:35][CH2:36][OH:37]. The catalyst is C1COCC1.CN(C=O)C. The product is [Br:1][C:2]1[CH:19]=[CH:18][C:5]([NH:6][C:7]2[C:8]([C:15]([NH:33][CH2:34][CH2:35][CH2:36][OH:37])=[O:17])=[CH:9][N:10]([CH3:14])[C:11](=[O:13])[CH:12]=2)=[C:4]([F:20])[CH:3]=1. The yield is 0.710. (7) The reactants are FC(F)(F)C(O)=O.O.C(OC([N:16]1[CH2:19][CH2:18][C@H:17]1[CH2:20][O:21][C:22]1[CH:23]=[N:24][CH:25]=[C:26]([C:28]2[CH:33]=[CH:32][CH:31]=[C:30]([CH2:34][C@@H:35]([O:43][CH3:44])[CH2:36][C:37]3[CH:42]=[CH:41][CH:40]=[CH:39][CH:38]=3)[CH:29]=2)[CH:27]=1)=O)(C)(C)C. The catalyst is C(Cl)Cl. The product is [NH:16]1[CH2:19][CH2:18][C@H:17]1[CH2:20][O:21][C:22]1[CH:23]=[N:24][CH:25]=[C:26]([C:28]2[CH:33]=[CH:32][CH:31]=[C:30]([CH2:34][C@@H:35]([O:43][CH3:44])[CH2:36][C:37]3[CH:42]=[CH:41][CH:40]=[CH:39][CH:38]=3)[CH:29]=2)[CH:27]=1. The yield is 0.510.